Dataset: Forward reaction prediction with 1.9M reactions from USPTO patents (1976-2016). Task: Predict the product of the given reaction. Given the reactants [CH2:1]([N:3]1[C:7]([C:8]2[CH:13]=[CH:12][CH:11]=[CH:10][CH:9]=2)=[N:6][N:5]=[C:4]1[SH:14])[CH3:2].[S:15]1[C:19]2[CH:20]=[CH:21][CH:22]=[CH:23][C:18]=2[N:17]=[C:16]1[C:24](=[O:27])[CH2:25]Br.C(=O)([O-])[O-].[K+].[K+].[I].[K], predict the reaction product. The product is: [S:15]1[C:19]2[CH:20]=[CH:21][CH:22]=[CH:23][C:18]=2[N:17]=[C:16]1[C:24](=[O:27])[CH2:25][S:14][C:4]1[N:3]([CH2:1][CH3:2])[C:7]([C:8]2[CH:9]=[CH:10][CH:11]=[CH:12][CH:13]=2)=[N:6][N:5]=1.